Dataset: Forward reaction prediction with 1.9M reactions from USPTO patents (1976-2016). Task: Predict the product of the given reaction. (1) The product is: [Cl:1][C:2]1[CH:3]=[C:4]([NH:8][C:9]2[CH:14]=[C:13]([NH:15][CH:16]3[CH2:21][CH2:20][N:19]([CH2:33][CH3:34])[CH2:18][CH2:17]3)[N:12]3[N:22]=[CH:23][C:24]([CH:25]=[C:26]4[NH:30][C:29](=[O:31])[NH:28][C:27]4=[O:32])=[C:11]3[N:10]=2)[CH:5]=[CH:6][CH:7]=1. Given the reactants [Cl:1][C:2]1[CH:3]=[C:4]([NH:8][C:9]2[CH:14]=[C:13]([NH:15][CH:16]3[CH2:21][CH2:20][NH:19][CH2:18][CH2:17]3)[N:12]3[N:22]=[CH:23][C:24]([CH:25]=[C:26]4[NH:30][C:29](=[O:31])[NH:28][C:27]4=[O:32])=[C:11]3[N:10]=2)[CH:5]=[CH:6][CH:7]=1.[CH3:33][C:34](O)=O.C(=O)C.C(O[BH-](OC(=O)C)OC(=O)C)(=O)C.[Na+], predict the reaction product. (2) Given the reactants [Na].CCO.[F:5][CH:6]([C:12]([O:14]CC)=O)[C:7]([O:9]CC)=O.Cl.[C:18]([NH2:21])(=[NH:20])[CH3:19], predict the reaction product. The product is: [OH:9][C:7]1[C:6]([F:5])=[C:12]([OH:14])[N:21]=[C:18]([CH3:19])[N:20]=1. (3) Given the reactants [CH3:1][C:2]1[NH:3][CH:4]=[C:5]2[C:10]=1[C:9](=[O:11])[CH2:8][CH2:7][CH2:6]2.Br[C:13]1[CH:18]=[C:17]([S:19]([CH3:22])(=[O:21])=[O:20])[CH:16]=[CH:15][C:14]=1[F:23].C([O-])(=O)C.[K+], predict the reaction product. The product is: [F:23][C:14]1[CH:13]=[CH:18][C:17]([S:19]([CH3:22])(=[O:21])=[O:20])=[CH:16][C:15]=1[C:4]1[NH:3][C:2]([CH3:1])=[C:10]2[C:5]=1[CH2:6][CH2:7][CH2:8][C:9]2=[O:11]. (4) Given the reactants [NH2:1][C:2]1[S:6][N:5]=[C:4]([CH3:7])[C:3]=1[C:8]([NH:10][C:11]1[CH:16]=[CH:15][C:14]([Cl:17])=[C:13]([F:18])[CH:12]=1)=[O:9].Cl[C:20]1[CH:29]=[N:28][C:27]2[C:22](=[CH:23][CH:24]=[C:25]([C:30]([F:33])([F:32])[F:31])[CH:26]=2)[N:21]=1.C(=O)([O-])[O-].[Cs+].[Cs+].CC1(C)C2C(=C(P(C3C=CC=CC=3)C3C=CC=CC=3)C=CC=2)OC2C(P(C3C=CC=CC=3)C3C=CC=CC=3)=CC=CC1=2, predict the reaction product. The product is: [Cl:17][C:14]1[CH:15]=[CH:16][C:11]([NH:10][C:8]([C:3]2[C:4]([CH3:7])=[N:5][S:6][C:2]=2[NH:1][C:20]2[CH:29]=[N:28][C:27]3[C:22](=[CH:23][CH:24]=[C:25]([C:30]([F:31])([F:32])[F:33])[CH:26]=3)[N:21]=2)=[O:9])=[CH:12][C:13]=1[F:18]. (5) Given the reactants [Br:1][C:2]1[N:7]=[C:6]([S:8]([NH2:11])(=[O:10])=[O:9])[CH:5]=[CH:4][CH:3]=1.C(=O)([O-])[O-].[K+].[K+].[C:18](Cl)(=[O:20])[CH3:19], predict the reaction product. The product is: [Br:1][C:2]1[N:7]=[C:6]([S:8]([NH:11][C:18](=[O:20])[CH3:19])(=[O:9])=[O:10])[CH:5]=[CH:4][CH:3]=1. (6) Given the reactants [C:1]([C:3]1[CH:23]=[CH:22][C:6]([CH2:7][N:8]2[C:16]3[C:11](=[C:12]([F:17])[CH:13]=[CH:14][CH:15]=3)[C:10]([C:18]([O:20]C)=[O:19])=[CH:9]2)=[CH:5][CH:4]=1)#[N:2].[I-].[Li+].N1C=CC=CC=1.Cl, predict the reaction product. The product is: [C:1]([C:3]1[CH:4]=[CH:5][C:6]([CH2:7][N:8]2[C:16]3[C:11](=[C:12]([F:17])[CH:13]=[CH:14][CH:15]=3)[C:10]([C:18]([OH:20])=[O:19])=[CH:9]2)=[CH:22][CH:23]=1)#[N:2]. (7) The product is: [CH2:16]([O:18][C:19](=[O:20])[C@H:21]([OH:22])[CH2:23][NH:1][C:2]1[CH:7]=[CH:6][C:5]([N:8]2[CH:9]=[CH:10][C:11](=[O:14])[CH2:12][CH2:13]2)=[C:4]([F:15])[CH:3]=1)[CH3:17]. Given the reactants [NH2:1][C:2]1[CH:7]=[CH:6][C:5]([N:8]2[CH:13]=[CH:12][C:11](=[O:14])[CH2:10][CH2:9]2)=[C:4]([F:15])[CH:3]=1.[CH2:16]([O:18][C:19]([C@H:21]1[CH2:23][O:22]1)=[O:20])[CH3:17].[O-]S(C(F)(F)F)(=O)=O.[Li+], predict the reaction product. (8) Given the reactants I[C:2]1[CH:3]=[CH:4][C:5]2[N:6]([CH:8]=[C:9]([NH:11][C:12]([C:14]3[CH:19]=[CH:18][C:17]([C:20]([CH3:26])([CH3:25])[C:21]([O:23][CH3:24])=[O:22])=[CH:16][CH:15]=3)=[O:13])[N:10]=2)[CH:7]=1.[O:27]1[CH:31]=[CH:30][C:29](B(O)O)=[CH:28]1, predict the reaction product. The product is: [CH3:25][C:20]([C:17]1[CH:18]=[CH:19][C:14]([C:12](=[O:13])[NH:11][C:9]2[N:10]=[C:5]3[CH:4]=[CH:3][C:2]([C:29]4[CH:30]=[CH:31][O:27][CH:28]=4)=[CH:7][N:6]3[CH:8]=2)=[CH:15][CH:16]=1)([CH3:26])[C:21]([O:23][CH3:24])=[O:22]. (9) Given the reactants [SH2:1].[CH3:2][C:3]1[C:8]([C:9]2[CH:14]=[CH:13][C:12]([C:15]#[N:16])=[CH:11][C:10]=2[Cl:17])=[C:7]([CH2:18][CH:19]([CH3:22])[CH2:20][CH3:21])[N:6]2[N:23]=[CH:24][N:25]=[C:5]2[N:4]=1, predict the reaction product. The product is: [CH3:2][C:3]1[C:8]([C:9]2[CH:14]=[CH:13][C:12]([C:15]([NH2:16])=[S:1])=[CH:11][C:10]=2[Cl:17])=[C:7]([CH2:18][CH:19]([CH3:22])[CH2:20][CH3:21])[N:6]2[N:23]=[CH:24][N:25]=[C:5]2[N:4]=1. (10) The product is: [F:29][C:30]([F:37])([F:36])[S:31]([O-:34])(=[O:33])=[O:32].[CH3:30][N+:12]12[CH2:28][CH2:27][N:15]([CH2:14][CH2:13]1)[C@@H:16]([C:17]1[C:26]3[C:21](=[CH:22][CH:23]=[CH:24][CH:25]=3)[CH:20]=[CH:19][CH:18]=1)[C@@H:11]2[C:1]1[C:10]2[C:5](=[CH:6][CH:7]=[CH:8][CH:9]=2)[CH:4]=[CH:3][CH:2]=1. Given the reactants [C:1]1([C@H:11]2[C@H:16]([C:17]3[C:26]4[C:21](=[CH:22][CH:23]=[CH:24][CH:25]=4)[CH:20]=[CH:19][CH:18]=3)[N:15]3[CH2:27][CH2:28][N:12]2[CH2:13][CH2:14]3)[C:10]2[C:5](=[CH:6][CH:7]=[CH:8][CH:9]=2)[CH:4]=[CH:3][CH:2]=1.[F:29][C:30]([F:37])([F:36])[S:31]([O:34]C)(=[O:33])=[O:32], predict the reaction product.